This data is from Peptide-MHC class II binding affinity with 134,281 pairs from IEDB. The task is: Regression. Given a peptide amino acid sequence and an MHC pseudo amino acid sequence, predict their binding affinity value. This is MHC class II binding data. (1) The peptide sequence is AFKVAHTAANAAPAN. The MHC is DRB1_0901 with pseudo-sequence DRB1_0901. The binding affinity (normalized) is 0.568. (2) The peptide sequence is LDLAVNAAVDAGIHF. The MHC is HLA-DQA10102-DQB10602 with pseudo-sequence HLA-DQA10102-DQB10602. The binding affinity (normalized) is 0.429. (3) The peptide sequence is KQELDEISTNIRQAG. The MHC is DRB4_0101 with pseudo-sequence DRB4_0103. The binding affinity (normalized) is 0.194. (4) The peptide sequence is VFSPGRKNGSFIIDG. The MHC is HLA-DQA10601-DQB10402 with pseudo-sequence HLA-DQA10601-DQB10402. The binding affinity (normalized) is 0.273. (5) The peptide sequence is GELQIVIKIDAAFKI. The MHC is DRB1_0401 with pseudo-sequence DRB1_0401. The binding affinity (normalized) is 0.575. (6) The peptide sequence is VDQEDIMINGLKKFF. The MHC is DRB1_0101 with pseudo-sequence DRB1_0101. The binding affinity (normalized) is 0.284. (7) The peptide sequence is WKRFEHLCDKHKGIV. The MHC is DRB1_0101 with pseudo-sequence DRB1_0101. The binding affinity (normalized) is 0.370.